Dataset: NCI-60 drug combinations with 297,098 pairs across 59 cell lines. Task: Regression. Given two drug SMILES strings and cell line genomic features, predict the synergy score measuring deviation from expected non-interaction effect. (1) Drug 1: CC1=C2C(C(=O)C3(C(CC4C(C3C(C(C2(C)C)(CC1OC(=O)C(C(C5=CC=CC=C5)NC(=O)C6=CC=CC=C6)O)O)OC(=O)C7=CC=CC=C7)(CO4)OC(=O)C)O)C)OC(=O)C. Drug 2: CC(C)(C#N)C1=CC(=CC(=C1)CN2C=NC=N2)C(C)(C)C#N. Cell line: LOX IMVI. Synergy scores: CSS=3.01, Synergy_ZIP=0.542, Synergy_Bliss=2.01, Synergy_Loewe=0.943, Synergy_HSA=-1.55. (2) Drug 1: C1=CC(=C2C(=C1NCCNCCO)C(=O)C3=C(C=CC(=C3C2=O)O)O)NCCNCCO. Drug 2: C1CCC(C(C1)N)N.C(=O)(C(=O)[O-])[O-].[Pt+4]. Cell line: OVCAR-4. Synergy scores: CSS=28.5, Synergy_ZIP=-3.17, Synergy_Bliss=1.27, Synergy_Loewe=0.904, Synergy_HSA=4.16. (3) Drug 1: C1CCN(CC1)CCOC2=CC=C(C=C2)C(=O)C3=C(SC4=C3C=CC(=C4)O)C5=CC=C(C=C5)O. Drug 2: COC1=CC(=CC(=C1O)OC)C2C3C(COC3=O)C(C4=CC5=C(C=C24)OCO5)OC6C(C(C7C(O6)COC(O7)C8=CC=CS8)O)O. Cell line: T-47D. Synergy scores: CSS=31.9, Synergy_ZIP=-7.39, Synergy_Bliss=-4.63, Synergy_Loewe=-4.54, Synergy_HSA=1.02. (4) Drug 1: CN1CCC(CC1)COC2=C(C=C3C(=C2)N=CN=C3NC4=C(C=C(C=C4)Br)F)OC. Drug 2: CCC1=CC2CC(C3=C(CN(C2)C1)C4=CC=CC=C4N3)(C5=C(C=C6C(=C5)C78CCN9C7C(C=CC9)(C(C(C8N6C)(C(=O)OC)O)OC(=O)C)CC)OC)C(=O)OC.C(C(C(=O)O)O)(C(=O)O)O. Cell line: RXF 393. Synergy scores: CSS=29.4, Synergy_ZIP=2.86, Synergy_Bliss=7.01, Synergy_Loewe=3.60, Synergy_HSA=8.93. (5) Drug 1: CCCS(=O)(=O)NC1=C(C(=C(C=C1)F)C(=O)C2=CNC3=C2C=C(C=N3)C4=CC=C(C=C4)Cl)F. Drug 2: CC1=C(C(=O)C2=C(C1=O)N3CC4C(C3(C2COC(=O)N)OC)N4)N. Cell line: RXF 393. Synergy scores: CSS=15.4, Synergy_ZIP=3.07, Synergy_Bliss=15.1, Synergy_Loewe=11.8, Synergy_HSA=12.3. (6) Drug 1: CC12CCC3C(C1CCC2=O)CC(=C)C4=CC(=O)C=CC34C. Drug 2: CC1CCCC2(C(O2)CC(NC(=O)CC(C(C(=O)C(C1O)C)(C)C)O)C(=CC3=CSC(=N3)C)C)C. Cell line: RPMI-8226. Synergy scores: CSS=35.4, Synergy_ZIP=2.15, Synergy_Bliss=7.85, Synergy_Loewe=4.59, Synergy_HSA=5.24. (7) Drug 1: CCC1=C2CN3C(=CC4=C(C3=O)COC(=O)C4(CC)O)C2=NC5=C1C=C(C=C5)O. Drug 2: C1CNP(=O)(OC1)N(CCCl)CCCl. Cell line: COLO 205. Synergy scores: CSS=44.7, Synergy_ZIP=0.581, Synergy_Bliss=0.408, Synergy_Loewe=-71.0, Synergy_HSA=-0.758.